This data is from Forward reaction prediction with 1.9M reactions from USPTO patents (1976-2016). The task is: Predict the product of the given reaction. (1) Given the reactants [Cl:1][C:2]1[N:7]=[C:6](Cl)[C:5]([N+:9]([O-:11])=[O:10])=[CH:4][N:3]=1.[CH2:12]([N:14]1[CH:18]=[C:17]([NH2:19])[CH:16]=[N:15]1)[CH3:13], predict the reaction product. The product is: [Cl:1][C:2]1[N:7]=[C:6]([NH:19][C:17]2[CH:16]=[N:15][N:14]([CH2:12][CH3:13])[CH:18]=2)[C:5]([N+:9]([O-:11])=[O:10])=[CH:4][N:3]=1. (2) Given the reactants [Cl-].Cl[C:3]1[N:8]=[C:7]([C:9]2[S:13][CH:12]=[N:11][C:10]=2[C:14]2[CH:15]=[C:16]([NH:20][C:21](=[O:30])[C:22]3[C:27]([F:28])=[CH:26][CH:25]=[CH:24][C:23]=3[F:29])[CH:17]=[CH:18][CH:19]=2)[CH:6]=[CH:5][N:4]=1.[CH3:31][O:32][C:33]1[CH:38]=[CH:37][C:36]([NH2:39])=[CH:35][C:34]=1[N:40]1[CH2:45][CH2:44][N:43]([CH3:46])[CH2:42][CH2:41]1, predict the reaction product. The product is: [F:29][C:23]1[CH:24]=[CH:25][CH:26]=[C:27]([F:28])[C:22]=1[C:21]([NH:20][C:16]1[CH:17]=[CH:18][CH:19]=[C:14]([C:10]2[N:11]=[CH:12][S:13][C:9]=2[C:7]2[CH:6]=[CH:5][N:4]=[C:3]([NH:39][C:36]3[CH:37]=[CH:38][C:33]([O:32][CH3:31])=[C:34]([N:40]4[CH2:41][CH2:42][N:43]([CH3:46])[CH2:44][CH2:45]4)[CH:35]=3)[N:8]=2)[CH:15]=1)=[O:30].[F:29][C:23]1[CH:24]=[CH:25][CH:26]=[C:27]([F:28])[C:22]=1[C:21]([NH:20][C:16]1[CH:17]=[CH:18][CH:19]=[C:14]([C:10]2[N:11]=[CH:12][S:13][C:9]=2[C:7]2[CH:6]=[CH:5][N:4]=[C:3]([NH:40][C:34]3[CH:35]=[C:36]4[C:37]([CH2:6][CH2:5][NH:4][CH2:3]4)=[CH:38][CH:33]=3)[N:8]=2)[CH:15]=1)=[O:30]. (3) The product is: [F:34][C:31]1[CH:32]=[CH:33][C:28]([CH2:27][O:26][C:24]2[CH:25]=[C:20]([C@@H:15]([CH2:16][CH:17]([CH3:19])[CH3:18])[C:14]([OH:55])=[O:49])[CH:21]=[C:22]([C:39]3[CH:40]=[CH:41][C:42]([C:45]([F:47])([F:46])[F:48])=[CH:43][CH:44]=3)[CH:23]=2)=[C:29]([C:35]([F:37])([F:38])[F:36])[CH:30]=1. Given the reactants C(C1COC(=O)N1[C:14](=[O:49])[CH:15]([C:20]1[CH:21]=[C:22]([C:39]2[CH:44]=[CH:43][C:42]([C:45]([F:48])([F:47])[F:46])=[CH:41][CH:40]=2)[CH:23]=[C:24]([O:26][CH2:27][C:28]2[CH:33]=[CH:32][C:31]([F:34])=[CH:30][C:29]=2[C:35]([F:38])([F:37])[F:36])[CH:25]=1)[CH2:16][CH:17]([CH3:19])[CH3:18])C1C=CC=CC=1.O[Li].O.OO.[O-:55]S([O-])=O.[Na+].[Na+], predict the reaction product. (4) The product is: [CH3:23][NH:22][C:20]([C:16]1[CH:15]=[C:14]([O:13][C:11]2[CH:10]=[CH:9][C:7]3[N:8]=[C:4]([NH:38][C:34]4[CH:35]=[CH:36][CH:37]=[C:32]([CH2:31][CH2:30][N:24]5[CH2:25][CH2:26][CH2:27][CH2:28][CH2:29]5)[CH:33]=4)[O:5][C:6]=3[CH:12]=2)[CH:19]=[CH:18][N:17]=1)=[O:21]. Given the reactants CS([C:4]1[O:5][C:6]2[CH:12]=[C:11]([O:13][C:14]3[CH:19]=[CH:18][N:17]=[C:16]([C:20]([NH:22][CH3:23])=[O:21])[CH:15]=3)[CH:10]=[CH:9][C:7]=2[N:8]=1)=O.[N:24]1([CH2:30][CH2:31][C:32]2[CH:33]=[C:34]([NH2:38])[CH:35]=[CH:36][CH:37]=2)[CH2:29][CH2:28][CH2:27][CH2:26][CH2:25]1, predict the reaction product.